Dataset: Reaction yield outcomes from USPTO patents with 853,638 reactions. Task: Predict the reaction yield, written as a fraction of the theoretical maximum amount of product (1.0 means a 100% yield; for example, 0.34 means a 34% yield). The reactants are [CH3:1][C:2]([O:7][C:8]1[CH:13]=[CH:12][CH:11]=[C:10]([NH:14][CH2:15][CH2:16][C:17]2[CH:22]=[CH:21][C:20]([C:23]([F:26])([F:25])[F:24])=[CH:19][CH:18]=2)[CH:9]=1)([CH3:6])[C:3](O)=[O:4].C(N(CC)CC)C.C1C=CC2N(O)N=NC=2C=1.[NH2:44][C:45]1[S:46][C:47]([Cl:50])=[CH:48][N:49]=1.CCN=C=NCCCN(C)C. The catalyst is C(Cl)Cl. The product is [Cl:50][C:47]1[S:46][C:45]([NH:44][C:3](=[O:4])[C:2]([CH3:6])([O:7][C:8]2[CH:13]=[CH:12][CH:11]=[C:10]([NH:14][CH2:15][CH2:16][C:17]3[CH:22]=[CH:21][C:20]([C:23]([F:25])([F:24])[F:26])=[CH:19][CH:18]=3)[CH:9]=2)[CH3:1])=[N:49][CH:48]=1. The yield is 0.300.